Dataset: Peptide-MHC class II binding affinity with 134,281 pairs from IEDB. Task: Regression. Given a peptide amino acid sequence and an MHC pseudo amino acid sequence, predict their binding affinity value. This is MHC class II binding data. The peptide sequence is GELQIVDKIDAAFPI. The MHC is DRB4_0101 with pseudo-sequence DRB4_0103. The binding affinity (normalized) is 0.708.